This data is from NCI-60 drug combinations with 297,098 pairs across 59 cell lines. The task is: Regression. Given two drug SMILES strings and cell line genomic features, predict the synergy score measuring deviation from expected non-interaction effect. (1) Drug 1: CC1=C2C(C(=O)C3(C(CC4C(C3C(C(C2(C)C)(CC1OC(=O)C(C(C5=CC=CC=C5)NC(=O)C6=CC=CC=C6)O)O)OC(=O)C7=CC=CC=C7)(CO4)OC(=O)C)O)C)OC(=O)C. Drug 2: CCC1(C2=C(COC1=O)C(=O)N3CC4=CC5=C(C=CC(=C5CN(C)C)O)N=C4C3=C2)O.Cl. Cell line: SN12C. Synergy scores: CSS=46.0, Synergy_ZIP=-2.04, Synergy_Bliss=-1.65, Synergy_Loewe=-3.72, Synergy_HSA=2.36. (2) Drug 1: CC1=C(C=C(C=C1)NC(=O)C2=CC=C(C=C2)CN3CCN(CC3)C)NC4=NC=CC(=N4)C5=CN=CC=C5. Drug 2: CC=C1C(=O)NC(C(=O)OC2CC(=O)NC(C(=O)NC(CSSCCC=C2)C(=O)N1)C(C)C)C(C)C. Cell line: SF-268. Synergy scores: CSS=56.2, Synergy_ZIP=9.74, Synergy_Bliss=4.76, Synergy_Loewe=-77.1, Synergy_HSA=-8.74. (3) Drug 1: CC(CN1CC(=O)NC(=O)C1)N2CC(=O)NC(=O)C2. Drug 2: C1=C(C(=O)NC(=O)N1)N(CCCl)CCCl. Cell line: HOP-92. Synergy scores: CSS=43.1, Synergy_ZIP=-6.89, Synergy_Bliss=-0.833, Synergy_Loewe=0.0598, Synergy_HSA=2.55. (4) Drug 1: CN1C(=O)N2C=NC(=C2N=N1)C(=O)N. Drug 2: CCC1=C2CN3C(=CC4=C(C3=O)COC(=O)C4(CC)O)C2=NC5=C1C=C(C=C5)O. Cell line: HT29. Synergy scores: CSS=28.1, Synergy_ZIP=1.50, Synergy_Bliss=2.29, Synergy_Loewe=-75.2, Synergy_HSA=-1.56. (5) Drug 1: CN1CCC(CC1)COC2=C(C=C3C(=C2)N=CN=C3NC4=C(C=C(C=C4)Br)F)OC. Drug 2: CC1=C(C=C(C=C1)NC2=NC=CC(=N2)N(C)C3=CC4=NN(C(=C4C=C3)C)C)S(=O)(=O)N.Cl. Cell line: RPMI-8226. Synergy scores: CSS=-2.08, Synergy_ZIP=6.72, Synergy_Bliss=12.2, Synergy_Loewe=-1.32, Synergy_HSA=3.49.